This data is from Forward reaction prediction with 1.9M reactions from USPTO patents (1976-2016). The task is: Predict the product of the given reaction. (1) Given the reactants CC(OC([NH:8][C:9]([CH3:16])([C:11]([N:13]([CH3:15])[CH3:14])=[O:12])[CH3:10])=O)(C)C.[ClH:17], predict the reaction product. The product is: [ClH:17].[CH3:14][N:13]([CH3:15])[C:11](=[O:12])[C:9]([CH3:16])([CH3:10])[NH2:8]. (2) Given the reactants [CH3:1][C@@H:2]1[CH2:6][CH2:5][CH2:4][N:3]1[CH2:7][CH2:8][C:9]1[CH:14]=[CH:13][C:12]([C:15]2[CH:20]=[CH:19][C:18]([C:21]3([C:26](O)=[O:27])[CH2:25][CH2:24][CH2:23][CH2:22]3)=[CH:17][CH:16]=2)=[CH:11][CH:10]=1.Cl.[NH2:30][CH2:31][CH2:32][C:33]([O:35][CH3:36])=[O:34].CN(C(ON1N=NC2C=CC=NC1=2)=[N+](C)C)C.F[P-](F)(F)(F)(F)F.Cl, predict the reaction product. The product is: [CH3:1][C@@H:2]1[CH2:6][CH2:5][CH2:4][N:3]1[CH2:7][CH2:8][C:9]1[CH:14]=[CH:13][C:12]([C:15]2[CH:16]=[CH:17][C:18]([C:21]3([C:26]([NH:30][CH2:31][CH2:32][C:33]([O:35][CH3:36])=[O:34])=[O:27])[CH2:25][CH2:24][CH2:23][CH2:22]3)=[CH:19][CH:20]=2)=[CH:11][CH:10]=1. (3) Given the reactants [Br:1][C:2]1[CH:11]=[C:10]2[C:5]([N:6]=[CH:7][C:8](Cl)=[N:9]2)=[CH:4][CH:3]=1.[CH3:13][N:14]1[CH:18]=[C:17](B2OC(C)(C)C(C)(C)O2)[CH:16]=[N:15]1.C(=O)([O-])[O-].[Na+].[Na+].COCCOC, predict the reaction product. The product is: [Br:1][C:2]1[CH:11]=[C:10]2[C:5]([N:6]=[CH:7][C:8]([C:17]3[CH:16]=[N:15][N:14]([CH3:13])[CH:18]=3)=[N:9]2)=[CH:4][CH:3]=1. (4) Given the reactants Br[C:2]1[CH:3]=[N:4][C:5]([N:8]2[CH:12]3[CH2:13][CH2:14][CH2:15][CH:11]3[N:10]([CH2:16][CH2:17][O:18][CH3:19])[C:9]2=[O:20])=[N:6][CH:7]=1.[C:21]([C:23]1[CH:28]=[CH:27][CH:26]=[CH:25][CH:24]=1)#[CH:22], predict the reaction product. The product is: [CH3:19][O:18][CH2:17][CH2:16][N:10]1[CH:11]2[CH2:15][CH2:14][CH2:13][CH:12]2[N:8]([C:5]2[N:4]=[CH:3][C:2]([C:22]#[C:21][C:23]3[CH:28]=[CH:27][CH:26]=[CH:25][CH:24]=3)=[CH:7][N:6]=2)[C:9]1=[O:20]. (5) Given the reactants Cl[C:2]1[N:7]=[C:6]([CH3:8])[C:5]([CH:9]([CH2:14][CH2:15][CH3:16])[C:10]([O:12][CH3:13])=[O:11])=[C:4]([C:17]2[CH:22]=[CH:21][C:20]([CH3:23])=[CH:19][CH:18]=2)[N:3]=1.[CH3:24][CH:25]1[CH2:30][CH2:29][CH2:28][NH:27][CH2:26]1.C(N(CC)CC)C.C(=O)([O-])O.[Na+], predict the reaction product. The product is: [CH3:8][C:6]1[C:5]([CH:9]([CH2:14][CH2:15][CH3:16])[C:10]([O:12][CH3:13])=[O:11])=[C:4]([C:17]2[CH:22]=[CH:21][C:20]([CH3:23])=[CH:19][CH:18]=2)[N:3]=[C:2]([N:27]2[CH2:28][CH2:29][CH2:30][CH:25]([CH3:24])[CH2:26]2)[N:7]=1. (6) The product is: [NH:13]1[C:14]2[CH:19]=[CH:18][CH:17]=[CH:16][C:15]=2[N:11]=[C:12]1[C@H:8]([NH:9][C:10]([NH:31][CH2:30][CH:29]([C:23]1[CH:28]=[CH:27][CH:26]=[CH:25][CH:24]=1)[CH3:32])=[O:20])[CH2:7][C:6]1[CH:5]=[CH:4][C:3]([O:2][CH3:1])=[CH:22][CH:21]=1. Given the reactants [CH3:1][O:2][C:3]1[CH:22]=[CH:21][C:6]([CH2:7][C@@H:8]2[C:12]3=[N:13][C:14]4[CH:19]=[CH:18][CH:17]=[CH:16][C:15]=4[N:11]3[C:10](=[O:20])[NH:9]2)=[CH:5][CH:4]=1.[C:23]1([CH:29]([CH3:32])[CH2:30][NH2:31])[CH:28]=[CH:27][CH:26]=[CH:25][CH:24]=1.C(O)(C(F)(F)F)=O, predict the reaction product. (7) Given the reactants C(O)(=O)C.[Br:5]N1C(=O)CCC1=O.[CH2:13]([CH:15]([C:18]1[N:23]2[N:24]=[C:25]([CH3:38])[C:26]([C:27]3[S:31][C:30]([C:32]4[N:33]([CH3:37])[N:34]=[CH:35][N:36]=4)=[N:29][CH:28]=3)=[C:22]2[N:21]=[C:20]([CH3:39])[CH:19]=1)[CH2:16][CH3:17])[CH3:14], predict the reaction product. The product is: [Br:5][C:28]1[N:29]=[C:30]([C:32]2[N:33]([CH3:37])[N:34]=[CH:35][N:36]=2)[S:31][C:27]=1[C:26]1[C:25]([CH3:38])=[N:24][N:23]2[C:18]([CH:15]([CH2:16][CH3:17])[CH2:13][CH3:14])=[CH:19][C:20]([CH3:39])=[N:21][C:22]=12. (8) Given the reactants C1(C)C=CC=CC=1.[Cl:8][C:9]1[CH:14]=[C:13]([Cl:15])[CH:12]=[CH:11][C:10]=1[CH:16]([OH:23])[CH2:17][N:18]1[CH:22]=[CH:21][N:20]=[CH:19]1.[OH-].[Na+].Br[CH2:27][C:28]1[C:29]2[CH:36]=[CH:35][CH:34]=[C:33]([Cl:37])[C:30]=2[S:31][CH:32]=1, predict the reaction product. The product is: [CH:35]1[CH:34]=[C:33]([Cl:37])[C:30]2[S:31][CH:32]=[C:28]([CH2:27][O:23][CH:16]([C:10]3[CH:11]=[CH:12][C:13]([Cl:15])=[CH:14][C:9]=3[Cl:8])[CH2:17][N:18]3[CH:19]=[N:20][CH:21]=[CH:22]3)[C:29]=2[CH:36]=1. (9) Given the reactants [C:1]1([C:10]2[CH:15]=[CH:14][CH:13]=[CH:12][CH:11]=2)[C:2]([CH2:7][C:8]#[N:9])=[CH:3][CH:4]=[CH:5][CH:6]=1.B.C1COCC1, predict the reaction product. The product is: [C:1]1([C:10]2[CH:15]=[CH:14][CH:13]=[CH:12][CH:11]=2)[CH:6]=[CH:5][CH:4]=[CH:3][C:2]=1[CH2:7][CH2:8][NH2:9]. (10) Given the reactants [CH3:1][O:2][C:3]1[CH:8]=[C:7]([C:9]([O:11][CH3:12])=[O:10])[C:6]([N+:13]([O-])=O)=[CH:5][N:4]=1.[Cl-].[NH4+].C(=O)([O-])O.[Na+], predict the reaction product. The product is: [NH2:13][C:6]1[C:7]([C:9]([O:11][CH3:12])=[O:10])=[CH:8][C:3]([O:2][CH3:1])=[N:4][CH:5]=1.